Dataset: NCI-60 drug combinations with 297,098 pairs across 59 cell lines. Task: Regression. Given two drug SMILES strings and cell line genomic features, predict the synergy score measuring deviation from expected non-interaction effect. (1) Drug 1: COC1=CC(=CC(=C1O)OC)C2C3C(COC3=O)C(C4=CC5=C(C=C24)OCO5)OC6C(C(C7C(O6)COC(O7)C8=CC=CS8)O)O. Drug 2: CN(CC1=CN=C2C(=N1)C(=NC(=N2)N)N)C3=CC=C(C=C3)C(=O)NC(CCC(=O)O)C(=O)O. Cell line: A498. Synergy scores: CSS=50.1, Synergy_ZIP=0.609, Synergy_Bliss=1.68, Synergy_Loewe=6.69, Synergy_HSA=9.12. (2) Drug 1: C1CN1C2=NC(=NC(=N2)N3CC3)N4CC4. Drug 2: CN(CC1=CN=C2C(=N1)C(=NC(=N2)N)N)C3=CC=C(C=C3)C(=O)NC(CCC(=O)O)C(=O)O. Cell line: NCI-H522. Synergy scores: CSS=38.2, Synergy_ZIP=-7.70, Synergy_Bliss=-7.75, Synergy_Loewe=-6.14, Synergy_HSA=-4.18. (3) Drug 1: C1=CC(=C2C(=C1NCCNCCO)C(=O)C3=C(C=CC(=C3C2=O)O)O)NCCNCCO. Drug 2: CC1C(C(CC(O1)OC2CC(CC3=C2C(=C4C(=C3O)C(=O)C5=C(C4=O)C(=CC=C5)OC)O)(C(=O)CO)O)N)O.Cl. Cell line: NCI-H522. Synergy scores: CSS=68.5, Synergy_ZIP=2.46, Synergy_Bliss=4.18, Synergy_Loewe=6.48, Synergy_HSA=7.89. (4) Drug 1: C1=CC=C(C=C1)NC(=O)CCCCCCC(=O)NO. Drug 2: C1CNP(=O)(OC1)N(CCCl)CCCl. Cell line: COLO 205. Synergy scores: CSS=8.78, Synergy_ZIP=-2.17, Synergy_Bliss=-1.40, Synergy_Loewe=0.958, Synergy_HSA=-3.95. (5) Drug 1: CC12CCC3C(C1CCC2=O)CC(=C)C4=CC(=O)C=CC34C. Drug 2: C1=CC(=CC=C1C#N)C(C2=CC=C(C=C2)C#N)N3C=NC=N3. Cell line: M14. Synergy scores: CSS=40.5, Synergy_ZIP=2.42, Synergy_Bliss=6.03, Synergy_Loewe=5.46, Synergy_HSA=5.13.